From a dataset of Catalyst prediction with 721,799 reactions and 888 catalyst types from USPTO. Predict which catalyst facilitates the given reaction. Reactant: [OH:1][C:2]1[CH:3]=[C:4]([OH:10])[C:5](=[CH:8][CH:9]=1)[CH:6]=O.[CH3:11][O:12][C:13]1[CH:26]=[CH:25][C:16]([CH2:17][S:18]([CH2:21][C:22](O)=[O:23])(=[O:20])=[O:19])=[CH:15][C:14]=1[N+:27]([O-:29])=[O:28]. Product: [CH3:11][O:12][C:13]1[CH:26]=[CH:25][C:16]([CH2:17][S:18]([C:21]2[C:22](=[O:23])[O:10][C:4]3[C:5]([CH:6]=2)=[CH:8][CH:9]=[C:2]([OH:1])[CH:3]=3)(=[O:19])=[O:20])=[CH:15][C:14]=1[N+:27]([O-:29])=[O:28]. The catalyst class is: 15.